This data is from Forward reaction prediction with 1.9M reactions from USPTO patents (1976-2016). The task is: Predict the product of the given reaction. (1) Given the reactants [F:1][C:2]([F:20])([F:19])[O:3][C:4]1[CH:9]=[CH:8][C:7]([CH:10]=[CH:11][C:12]2[O:13][CH:14]=[C:15]([CH2:17][OH:18])[N:16]=2)=[CH:6][CH:5]=1.CC(C)([O-])C.[Na+].Cl[C:28]1[N:33]=[CH:32][C:31]([CH2:34][CH2:35][CH2:36][CH2:37][N:38]2[CH:42]=[CH:41][N:40]=[N:39]2)=[CH:30][N:29]=1.C(OCC)(=O)C, predict the reaction product. The product is: [N:38]1([CH2:37][CH2:36][CH2:35][CH2:34][C:31]2[CH:32]=[N:33][C:28]([O:18][CH2:17][C:15]3[N:16]=[C:12]([CH:11]=[CH:10][C:7]4[CH:8]=[CH:9][C:4]([O:3][C:2]([F:1])([F:19])[F:20])=[CH:5][CH:6]=4)[O:13][CH:14]=3)=[N:29][CH:30]=2)[CH:42]=[CH:41][N:40]=[N:39]1. (2) Given the reactants Cl[C:2]1[CH:7]=[C:6](Cl)[N:5]=[CH:4][N:3]=1.[CH3:9][C:10]1[CH:11]=[C:12](B(O)O)[CH:13]=[CH:14][CH:15]=1.C(=O)([O-])[O-].[Na+].[Na+], predict the reaction product. The product is: [CH3:9][C:10]1[CH:11]=[C:12]([C:2]2[CH:7]=[C:6]([C:14]3[CH:13]=[CH:12][CH:11]=[C:10]([CH3:9])[CH:15]=3)[N:5]=[CH:4][N:3]=2)[CH:13]=[CH:14][CH:15]=1. (3) Given the reactants [H-].[Na+].[O:3]1[CH2:8][CH2:7][CH:6]([CH:9]2[CH2:21][C:20]3[C:19]4[C:14](=[CH:15][CH:16]=[C:17]([C:22]([OH:24])=[O:23])[CH:18]=4)[NH:13][C:12]=3[CH2:11][CH2:10]2)[CH2:5][CH2:4]1.I[CH2:26][CH3:27], predict the reaction product. The product is: [CH2:26]([N:13]1[C:12]2[CH2:11][CH2:10][CH:9]([CH:6]3[CH2:5][CH2:4][O:3][CH2:8][CH2:7]3)[CH2:21][C:20]=2[C:19]2[C:14]1=[CH:15][CH:16]=[C:17]([C:22]([OH:24])=[O:23])[CH:18]=2)[CH3:27]. (4) Given the reactants [O:1]1[CH2:6][CH2:5][C:4](=O)[CH2:3][CH2:2]1.[NH:8]1[CH2:13][CH2:12][O:11][CH2:10][CH2:9]1.O, predict the reaction product. The product is: [O:1]1[CH2:6][CH:5]=[C:4]([N:8]2[CH2:13][CH2:12][O:11][CH2:10][CH2:9]2)[CH2:3][CH2:2]1.